From a dataset of Forward reaction prediction with 1.9M reactions from USPTO patents (1976-2016). Predict the product of the given reaction. (1) Given the reactants C[N:2](C)[CH:3]=[C:4]([C:10](=O)[C:11]1[CH:16]=[CH:15][C:14]([O:17][C:18]2[CH:23]=[CH:22][CH:21]=[CH:20][CH:19]=2)=[CH:13][CH:12]=1)[C:5]([O:7][CH2:8][CH3:9])=[O:6].O.[NH2:27]N, predict the reaction product. The product is: [O:17]([C:14]1[CH:15]=[CH:16][C:11]([C:10]2[C:4]([C:5]([O:7][CH2:8][CH3:9])=[O:6])=[CH:3][NH:2][N:27]=2)=[CH:12][CH:13]=1)[C:18]1[CH:23]=[CH:22][CH:21]=[CH:20][CH:19]=1. (2) Given the reactants [C:1]([O:4][C:5]1[CH:10]=[C:9]([C:11]2[CH:16]=[CH:15][CH:14]=[CH:13][CH:12]=2)[C:8]([OH:17])=[C:7]([C:18]2[CH:23]=[CH:22][CH:21]=[CH:20][CH:19]=2)[CH:6]=1)(=[O:3])[CH3:2].Br[CH2:25][C:26]([O:28][CH2:29][CH3:30])=[O:27].C(=O)([O-])[O-].[K+].[K+], predict the reaction product. The product is: [C:1]([O:4][C:5]1[CH:6]=[C:7]([C:18]2[CH:23]=[CH:22][CH:21]=[CH:20][CH:19]=2)[C:8]([O:17][CH2:25][C:26]([O:28][CH2:29][CH3:30])=[O:27])=[C:9]([C:11]2[CH:16]=[CH:15][CH:14]=[CH:13][CH:12]=2)[CH:10]=1)(=[O:3])[CH3:2]. (3) Given the reactants COC1C=CC=CC=1C([NH:7][C@H:8]1[CH:13]2[CH2:14][CH2:15][N:10]([CH2:11][CH2:12]2)[CH2:9]1)=O.[F:20][C:21]([F:32])([F:31])[C:22]1[CH:23]=[CH:24][C:25]([C:28]([OH:30])=O)=[N:26][CH:27]=1, predict the reaction product. The product is: [N:10]12[CH2:15][CH2:14][CH:13]([CH2:12][CH2:11]1)[C@@H:8]([NH:7][C:28]([C:25]1[CH:24]=[CH:23][C:22]([C:21]([F:20])([F:32])[F:31])=[CH:27][N:26]=1)=[O:30])[CH2:9]2. (4) Given the reactants [C:1]1([CH3:12])[CH:6]=[C:5]([CH3:7])[CH:4]=[C:3]([CH3:8])[C:2]=1[CH2:9][CH:10]=[O:11].C[Mg+].[Br-].[CH3:16]COCC, predict the reaction product. The product is: [C:3]1([CH3:8])[CH:4]=[C:5]([CH3:7])[CH:6]=[C:1]([CH3:12])[C:2]=1[CH2:9][CH:10]([OH:11])[CH3:16]. (5) Given the reactants N([NH-])[C:2]1[CH:7]=[CH:6][CH:5]=[CH:4][CH:3]=1.[C:9](=[O:12])([O-])[O-:10].[K+].[K+].[CH3:15]I, predict the reaction product. The product is: [CH3:15][O:10][C:9](=[O:12])[C:2]1[CH:7]=[CH:6][CH:5]=[CH:4][CH:3]=1.